Dataset: CYP1A2 inhibition data for predicting drug metabolism from PubChem BioAssay. Task: Regression/Classification. Given a drug SMILES string, predict its absorption, distribution, metabolism, or excretion properties. Task type varies by dataset: regression for continuous measurements (e.g., permeability, clearance, half-life) or binary classification for categorical outcomes (e.g., BBB penetration, CYP inhibition). Dataset: cyp1a2_veith. The compound is Nc1nc(N)c(Cn2ccnc2)c(=O)[nH]1. The result is 0 (non-inhibitor).